Dataset: Cav3 T-type calcium channel HTS with 100,875 compounds. Task: Binary Classification. Given a drug SMILES string, predict its activity (active/inactive) in a high-throughput screening assay against a specified biological target. (1) The molecule is O1C(CN(C(C(=O)NC2CCCC2)c2cccnc2)C(=O)CNC(=O)c2occc2)CCC1. The result is 0 (inactive). (2) The molecule is O=C1CC(Cc2[n+](n(c(c12)C)CC)CC)(C)C. The result is 0 (inactive).